Dataset: Peptide-MHC class II binding affinity with 134,281 pairs from IEDB. Task: Regression. Given a peptide amino acid sequence and an MHC pseudo amino acid sequence, predict their binding affinity value. This is MHC class II binding data. The peptide sequence is SQDLELSWNLPGLQAY. The MHC is DRB1_1302 with pseudo-sequence DRB1_1302. The binding affinity (normalized) is 0.841.